From a dataset of Peptide-MHC class II binding affinity with 134,281 pairs from IEDB. Regression. Given a peptide amino acid sequence and an MHC pseudo amino acid sequence, predict their binding affinity value. This is MHC class II binding data. (1) The peptide sequence is LKGIQSLRKLSSVCL. The MHC is DRB1_0701 with pseudo-sequence DRB1_0701. The binding affinity (normalized) is 0.991. (2) The peptide sequence is VRAVAESHGVAAVLF. The MHC is DRB4_0101 with pseudo-sequence DRB4_0103. The binding affinity (normalized) is 0.424. (3) The peptide sequence is EQKLIEKINAGFKAALAAAA. The MHC is DRB1_0701 with pseudo-sequence DRB1_0701. The binding affinity (normalized) is 0.596.